From a dataset of Reaction yield outcomes from USPTO patents with 853,638 reactions. Predict the reaction yield, written as a fraction of the theoretical maximum amount of product (1.0 means a 100% yield; for example, 0.34 means a 34% yield). The reactants are [CH3:1][CH:2]1[CH2:8][CH:7]([OH:9])[CH2:6][CH2:5][CH:4]([C:10]2[N:11]([CH3:18])[N:12]=[CH:13][C:14]=2[N+:15]([O-])=O)[O:3]1.[NH2:19][C:20]1[S:24][C:23]([C:25]2[C:30]([F:31])=[CH:29][CH:28]=[CH:27][C:26]=2[F:32])=[N:22][C:21]=1[C:33](O)=[O:34].CCN(C(C)C)C(C)C.CCCP(=O)=O. The catalyst is CO.[OH-].[OH-].[Pd+2]. The product is [NH2:19][C:20]1[S:24][C:23]([C:25]2[C:30]([F:31])=[CH:29][CH:28]=[CH:27][C:26]=2[F:32])=[N:22][C:21]=1[C:33]([NH:15][C:14]1[CH:13]=[N:12][N:11]([CH3:18])[C:10]=1[C@H:4]1[CH2:5][CH2:6][CH:7]([OH:9])[CH2:8][C@@H:2]([CH3:1])[O:3]1)=[O:34]. The yield is 0.0300.